From a dataset of Forward reaction prediction with 1.9M reactions from USPTO patents (1976-2016). Predict the product of the given reaction. (1) Given the reactants [C:1]([O:5][C:6]([NH:8][CH2:9][CH2:10][C@H:11]([C:13]1[CH:14]=[C:15]([CH:31]=[CH:32][CH:33]=1)[O:16][CH2:17][CH:18]1[CH2:23][CH2:22][N:21]([C:24](OC(C)(C)C)=O)[CH2:20][CH2:19]1)[OH:12])=[O:7])([CH3:4])([CH3:3])[CH3:2].[H-].[H-].[H-].[H-].[Li+].[Al+3], predict the reaction product. The product is: [OH:12][C@@H:11]([C:13]1[CH:33]=[CH:32][CH:31]=[C:15]([O:16][CH2:17][CH:18]2[CH2:19][CH2:20][N:21]([CH3:24])[CH2:22][CH2:23]2)[CH:14]=1)[CH2:10][CH2:9][NH:8][C:6](=[O:7])[O:5][C:1]([CH3:3])([CH3:2])[CH3:4]. (2) The product is: [CH3:18][O:14][C:13]([C:5]1[CH:4]=[CH:3][C:2]([Br:1])=[C:7]([O:8][CH2:9][CH2:10][O:11][CH3:12])[N:6]=1)=[O:15]. Given the reactants [Br:1][C:2]1[CH:3]=[CH:4][C:5]([C:13]([OH:15])=[O:14])=[N:6][C:7]=1[O:8][CH2:9][CH2:10][O:11][CH3:12].IC.[C:18](=O)([O-])[O-].[Na+].[Na+].O, predict the reaction product.